Dataset: Peptide-MHC class I binding affinity with 185,985 pairs from IEDB/IMGT. Task: Regression. Given a peptide amino acid sequence and an MHC pseudo amino acid sequence, predict their binding affinity value. This is MHC class I binding data. The peptide sequence is SSMNSDAAY. The MHC is HLA-A26:01 with pseudo-sequence HLA-A26:01. The binding affinity (normalized) is 0.693.